This data is from Forward reaction prediction with 1.9M reactions from USPTO patents (1976-2016). The task is: Predict the product of the given reaction. (1) The product is: [CH:18]1([C:24]2[CH:25]=[CH:26][C:27]([NH:28][CH:2]3[C:10]4[C:5](=[CH:6][C:7]([C:11]([O:13][CH2:14][CH2:15][CH2:16][CH3:17])=[O:12])=[CH:8][CH:9]=4)[CH2:4][CH2:3]3)=[CH:29][CH:30]=2)[CH2:19][CH2:20][CH2:21][CH2:22][CH2:23]1. Given the reactants O=[C:2]1[C:10]2[C:5](=[CH:6][C:7]([C:11]([O:13][CH2:14][CH2:15][CH2:16][CH3:17])=[O:12])=[CH:8][CH:9]=2)[CH2:4][CH2:3]1.[CH:18]1([C:24]2[CH:30]=[CH:29][C:27]([NH2:28])=[CH:26][CH:25]=2)[CH2:23][CH2:22][CH2:21][CH2:20][CH2:19]1.[B][B][B][B][B][B][B][B][B][B], predict the reaction product. (2) Given the reactants [Br-].C1([PH+](C2C=CC=CC=2)C2C=CC=CC=2)C=CC=CC=1.C(#N)C.[F:24][C:25]1[C:30]([C@@H:31]([N:33]2[CH2:38][CH:37]([CH3:39])[O:36][C@H:35](O)[C:34]2=[O:41])[CH3:32])=[CH:29][CH:28]=[C:27]([F:42])[N:26]=1.[CH3:43][O:44][C:45]1[CH:46]=[C:47]([CH:50]=[CH:51][C:52]=1[N:53]1[CH:57]=[C:56]([CH3:58])[N:55]=[CH:54]1)[CH:48]=O, predict the reaction product. The product is: [F:24][C:25]1[C:30]([C@@H:31]([N:33]2[CH2:38][C@H:37]([CH3:39])[O:36]/[C:35](=[CH:48]\[C:47]3[CH:50]=[CH:51][C:52]([N:53]4[CH:57]=[C:56]([CH3:58])[N:55]=[CH:54]4)=[C:45]([O:44][CH3:43])[CH:46]=3)/[C:34]2=[O:41])[CH3:32])=[CH:29][CH:28]=[C:27]([F:42])[N:26]=1. (3) Given the reactants [OH:1][C:2]([C:5]1[CH:17]=[C:16]2[C:8]([C:9]3[C:10](B4OC(C)(C)C(C)(C)O4)=[CH:11][CH:12]=[C:13]([C:18]([NH2:20])=[O:19])[C:14]=3[NH:15]2)=[CH:7][CH:6]=1)([CH3:4])[CH3:3].Br[C:31]1[C:32]([CH3:51])=[C:33]([N:37]2[C:42](=[O:43])[CH:41]=[C:40]3[CH:44]=[C:45]([O:48][CH3:49])[CH:46]=[CH:47][N:39]3[C:38]2=[O:50])[CH:34]=[CH:35][CH:36]=1.C([O-])([O-])=O.[Cs+].[Cs+], predict the reaction product. The product is: [OH:1][C:2]([C:5]1[CH:17]=[C:16]2[C:8]([C:9]3[C:10]([C:31]4[CH:36]=[CH:35][CH:34]=[C:33]([N:37]5[C:42](=[O:43])[CH:41]=[C:40]6[CH:44]=[C:45]([O:48][CH3:49])[CH:46]=[CH:47][N:39]6[C:38]5=[O:50])[C:32]=4[CH3:51])=[CH:11][CH:12]=[C:13]([C:18]([NH2:20])=[O:19])[C:14]=3[NH:15]2)=[CH:7][CH:6]=1)([CH3:4])[CH3:3]. (4) The product is: [CH2:1]([O:8][C:9]([N:11]1[CH2:15][CH2:14][CH2:13][CH:12]1[C:16](=[O:18])[NH:53][C:54]1[S:55][C:56]([Br:59])=[CH:57][N:58]=1)=[O:10])[C:2]1[CH:3]=[CH:4][CH:5]=[CH:6][CH:7]=1. Given the reactants [CH2:1]([O:8][C:9]([N:11]1[CH2:15][CH2:14][CH2:13][C@H:12]1[C:16]([OH:18])=O)=[O:10])[C:2]1[CH:7]=[CH:6][CH:5]=[CH:4][CH:3]=1.CN(C(ON1N=NC2C=CC=NC1=2)=[N+](C)C)C.F[P-](F)(F)(F)(F)F.CCN(C(C)C)C(C)C.Br.[NH2:53][C:54]1[S:55][C:56]([Br:59])=[CH:57][N:58]=1, predict the reaction product. (5) Given the reactants [F:1][C:2]1[CH:7]=[CH:6][C:5]([C:8]2[S:12][C:11]3[CH:13]=[CH:14][C:15]([C:17]4[CH:18]=[C:19]([CH:23]=[CH:24][CH:25]=4)[C:20](O)=[O:21])=[CH:16][C:10]=3[C:9]=2[C:26](=[O:29])[NH:27][CH3:28])=[CH:4][CH:3]=1.[CH3:30][C:31]([NH2:34])([CH3:33])[CH3:32], predict the reaction product. The product is: [C:31]([NH:34][C:20]([C:19]1[CH:18]=[C:17]([C:15]2[CH:14]=[CH:13][C:11]3[S:12][C:8]([C:5]4[CH:4]=[CH:3][C:2]([F:1])=[CH:7][CH:6]=4)=[C:9]([C:26]([NH:27][CH3:28])=[O:29])[C:10]=3[CH:16]=2)[CH:25]=[CH:24][CH:23]=1)=[O:21])([CH3:33])([CH3:32])[CH3:30]. (6) Given the reactants [F:1][C:2]1[CH:3]=[C:4]([CH:6]=[C:7]([C:9]([F:12])([F:11])[F:10])[CH:8]=1)[NH2:5].Cl.[CH2:14]([O:16]CC)C, predict the reaction product. The product is: [F:1][C:2]1[CH:3]=[C:4]([N:5]=[C:14]=[O:16])[CH:6]=[C:7]([C:9]([F:10])([F:11])[F:12])[CH:8]=1. (7) Given the reactants [CH2:1]([O:3][C:4]([C:6]1[CH:7]=[N:8][N:9]([C:15]2[CH:20]=[CH:19][CH:18]=[C:17](Cl)[N:16]=2)[C:10]=1[C:11]([F:14])([F:13])[F:12])=[O:5])[CH3:2].[F:22][C:23]1[C:28](B(O)O)=[CH:27][CH:26]=[CH:25][N:24]=1.C([O-])([O-])=O.[Na+].[Na+], predict the reaction product. The product is: [F:22][C:23]1[C:28]([C:17]2[CH:18]=[CH:19][CH:20]=[C:15]([N:9]3[C:10]([C:11]([F:14])([F:13])[F:12])=[C:6]([C:4]([O:3][CH2:1][CH3:2])=[O:5])[CH:7]=[N:8]3)[N:16]=2)=[CH:27][CH:26]=[CH:25][N:24]=1.